From a dataset of Catalyst prediction with 721,799 reactions and 888 catalyst types from USPTO. Predict which catalyst facilitates the given reaction. Reactant: [CH3:1][O:2][C:3]1[CH:4]=[C:5]2[CH2:14][CH:13]([CH2:15][CH:16]3[CH2:21][CH2:20][N:19]([CH2:22][C:23]4[CH:24]=[CH:25][CH:26]=[CH:27][CH:28]=4)[CH2:18][CH2:17]3)[C:11](=[O:12])[C:6]2=[CH:7][C:8]=1[O:9][CH3:10].[BrH:29]. Product: [CH3:1][O:2][C:3]1[CH:4]=[C:5]2[CH2:14][CH:13]([CH2:15][CH:16]3[CH2:17][CH2:18][N:19]([CH2:22][C:23]4[CH:28]=[CH:27][CH:26]=[CH:25][CH:24]=4)[CH2:20][CH2:21]3)[C:11](=[O:12])[C:6]2=[CH:7][C:8]=1[O:9][CH3:10].[BrH:29]. The catalyst class is: 8.